This data is from Catalyst prediction with 721,799 reactions and 888 catalyst types from USPTO. The task is: Predict which catalyst facilitates the given reaction. (1) Reactant: [NH2:1][C:2]1[CH:7]=[CH:6][CH:5]=[CH:4][CH:3]=1.F[C:9]1[CH:16]=[CH:15][C:12]([C:13]#[N:14])=[CH:11][CH:10]=1. Product: [NH2:14][CH2:13][C:12]1[CH:15]=[CH:16][C:9]([NH:1][C:2]2[CH:7]=[CH:6][CH:5]=[CH:4][CH:3]=2)=[CH:10][CH:11]=1. The catalyst class is: 181. (2) Reactant: [CH2:1]([O:8][CH2:9][CH2:10][CH2:11][CH2:12][O:13][C@H:14]1[CH2:19][CH2:18][C@H:17]([CH2:20][NH:21][CH3:22])[CH2:16][CH2:15]1)[C:2]1[CH:7]=[CH:6][CH:5]=[CH:4][CH:3]=1.[C:34]([O:33][C:31](O[C:31]([O:33][C:34]([CH3:37])([CH3:36])[CH3:35])=[O:32])=[O:32])([CH3:37])([CH3:36])[CH3:35].O.C(N(CC)CC)C. Product: [C:34]([O:33][C:31](=[O:32])[N:21]([CH2:20][C@H:17]1[CH2:16][CH2:15][C@H:14]([O:13][CH2:12][CH2:11][CH2:10][CH2:9][O:8][CH2:1][C:2]2[CH:3]=[CH:4][CH:5]=[CH:6][CH:7]=2)[CH2:19][CH2:18]1)[CH3:22])([CH3:35])([CH3:36])[CH3:37]. The catalyst class is: 5. (3) Reactant: [NH2:1][C:2]1[C:9]([NH2:10])=[CH:8][CH:7]=[C:6]([Cl:11])[C:3]=1[C:4]#[N:5].[C:12](=S)=[S:13].O. Product: [Cl:11][C:6]1[CH:7]=[CH:8][C:9]2[NH:10][C:12]([SH:13])=[N:1][C:2]=2[C:3]=1[C:4]#[N:5]. The catalyst class is: 9. (4) Reactant: [I:1][C:2]1[C:10]2[C:5](=[N:6][CH:7]=[CH:8][CH:9]=2)[NH:4][N:3]=1.[H-].[Na+].[CH3:13][Si:14]([CH2:17][CH2:18][O:19][CH2:20]Cl)([CH3:16])[CH3:15].O. Product: [I:1][C:2]1[C:10]2[C:5](=[N:6][CH:7]=[CH:8][CH:9]=2)[N:4]([CH2:20][O:19][CH2:18][CH2:17][Si:14]([CH3:16])([CH3:15])[CH3:13])[N:3]=1. The catalyst class is: 3. (5) Reactant: [Si:1]([O:18][CH2:19][CH2:20][CH:21]([OH:35])[CH2:22][N:23]([CH3:34])[C:24](=[O:33])[O:25][CH2:26][C:27]1[CH:32]=[CH:31][CH:30]=[CH:29][CH:28]=1)([C:14]([CH3:17])([CH3:16])[CH3:15])([C:8]1[CH:13]=[CH:12][CH:11]=[CH:10][CH:9]=1)[C:2]1[CH:7]=[CH:6][CH:5]=[CH:4][CH:3]=1.CC(OI1(OC(C)=O)(OC(C)=O)OC(=O)C2C=CC=CC1=2)=O. Product: [Si:1]([O:18][CH2:19][CH2:20][C:21](=[O:35])[CH2:22][N:23]([CH3:34])[C:24](=[O:33])[O:25][CH2:26][C:27]1[CH:28]=[CH:29][CH:30]=[CH:31][CH:32]=1)([C:14]([CH3:16])([CH3:17])[CH3:15])([C:8]1[CH:9]=[CH:10][CH:11]=[CH:12][CH:13]=1)[C:2]1[CH:3]=[CH:4][CH:5]=[CH:6][CH:7]=1. The catalyst class is: 22. (6) Reactant: [F:1][C:2]([F:30])([F:29])[C:3]1[CH:8]=[CH:7][CH:6]=[CH:5][C:4]=1[CH2:9][N:10]([CH2:24][C:25]([F:28])([F:27])[F:26])[CH:11]1[CH2:16][CH2:15][N:14](C(OC(C)(C)C)=O)[CH2:13][CH2:12]1.FC(F)(F)C(O)=O.[C:38]([OH:47])(=[O:46])[C@@H:39]([C@H:41]([C:43]([OH:45])=[O:44])[OH:42])[OH:40].C(OCC)C. Product: [F:28][C:25]([F:26])([F:27])[CH2:24][N:10]([CH2:9][C:4]1[CH:5]=[CH:6][CH:7]=[CH:8][C:3]=1[C:2]([F:30])([F:1])[F:29])[CH:11]1[CH2:16][CH2:15][NH:14][CH2:13][CH2:12]1.[C:43]([C@@H:41]([C@H:39]([C:38]([O-:47])=[O:46])[OH:40])[OH:42])([O-:45])=[O:44]. The catalyst class is: 61.